This data is from TCR-epitope binding with 47,182 pairs between 192 epitopes and 23,139 TCRs. The task is: Binary Classification. Given a T-cell receptor sequence (or CDR3 region) and an epitope sequence, predict whether binding occurs between them. (1) The epitope is GTHWFVTQR. The TCR CDR3 sequence is CASSPATPSYEQYF. Result: 1 (the TCR binds to the epitope). (2) The epitope is LPPAYTNSF. The TCR CDR3 sequence is CASSPDGRSGLETQYF. Result: 0 (the TCR does not bind to the epitope). (3) The epitope is KAFSPEVIPMF. The TCR CDR3 sequence is CASSQDFGGTSTDTQYF. Result: 0 (the TCR does not bind to the epitope).